This data is from Catalyst prediction with 721,799 reactions and 888 catalyst types from USPTO. The task is: Predict which catalyst facilitates the given reaction. Reactant: [F:1][C:2]([F:23])([F:22])[O:3][C:4]1[CH:5]=[C:6]([CH:19]=[CH:20][CH:21]=1)[CH2:7][C:8]1[CH:18]=[CH:17][C:11]([C:12]([O:14]CC)=[O:13])=[CH:10][CH:9]=1.[OH-].[Li+]. Product: [F:1][C:2]([F:22])([F:23])[O:3][C:4]1[CH:5]=[C:6]([CH:19]=[CH:20][CH:21]=1)[CH2:7][C:8]1[CH:18]=[CH:17][C:11]([C:12]([OH:14])=[O:13])=[CH:10][CH:9]=1. The catalyst class is: 87.